This data is from Catalyst prediction with 721,799 reactions and 888 catalyst types from USPTO. The task is: Predict which catalyst facilitates the given reaction. (1) Reactant: [F:1][C:2]1[C:34]([F:35])=[CH:33][CH:32]=[CH:31][C:3]=1[CH2:4][S:5][C:6]1[N:11]=[C:10]([NH:12][S:13]([N:16]2[CH2:20][CH2:19][C@H:18]([NH:21]C(=O)OC(C)(C)C)[CH2:17]2)(=[O:15])=[O:14])[CH:9]=[C:8]([O:29][CH3:30])[N:7]=1.C(O)(C(F)(F)F)=O. Product: [NH2:21][C@H:18]1[CH2:19][CH2:20][N:16]([S:13]([NH:12][C:10]2[CH:9]=[C:8]([O:29][CH3:30])[N:7]=[C:6]([S:5][CH2:4][C:3]3[CH:31]=[CH:32][CH:33]=[C:34]([F:35])[C:2]=3[F:1])[N:11]=2)(=[O:14])=[O:15])[CH2:17]1. The catalyst class is: 2. (2) Reactant: C1(P(C2C=CC=CC=2)C2C=CC=CC=2)C=CC=CC=1.N(C(OCC)=O)=NC(OCC)=O.[CH2:32]([N:39]([CH2:46][C@H:47]([OH:51])[CH2:48][O:49][CH3:50])[CH2:40][C@H:41](O)[CH2:42][O:43][CH3:44])[C:33]1[CH:38]=[CH:37][CH:36]=[CH:35][CH:34]=1.O. Product: [CH2:32]([N:39]1[CH2:40][C@H:41]([CH2:42][O:43][CH3:44])[O:51][C@H:47]([CH2:48][O:49][CH3:50])[CH2:46]1)[C:33]1[CH:34]=[CH:35][CH:36]=[CH:37][CH:38]=1. The catalyst class is: 7. (3) Reactant: [C:1]([NH:8][C@H:9]([CH2:17][OH:18])[CH2:10][C:11]1[CH:16]=[CH:15][CH:14]=[CH:13][CH:12]=1)([O:3][C:4]([CH3:7])([CH3:6])[CH3:5])=[O:2].C(N(CC)CC)C.[C:26]1([CH3:36])[CH:31]=[CH:30][C:29]([S:32](Cl)(=[O:34])=[O:33])=[CH:28][CH:27]=1. Product: [C:4]([O:3][C:1]([NH:8][C@@H:9]([CH2:10][C:11]1[CH:12]=[CH:13][CH:14]=[CH:15][CH:16]=1)[CH2:17][O:18][S:32]([C:29]1[CH:30]=[CH:31][C:26]([CH3:36])=[CH:27][CH:28]=1)(=[O:34])=[O:33])=[O:2])([CH3:5])([CH3:7])[CH3:6]. The catalyst class is: 2. (4) Reactant: [ClH:1].C([CH2:9][NH:10][CH2:11][CH:12]1[CH2:17][CH2:16][CH2:15][CH2:14][C:13]1([C:19]1[CH:20]=[N:21][CH:22]=[CH:23][CH:24]=1)[OH:18])C1C=CC=CC=1.[H][H]. Product: [ClH:1].[CH3:9][NH:10][CH2:11][CH:12]1[CH2:17][CH2:16][CH2:15][CH2:14][C:13]1([C:19]1[CH:20]=[N:21][CH:22]=[CH:23][CH:24]=1)[OH:18]. The catalyst class is: 285. (5) Reactant: [C:1](Cl)(=O)[C:2]([Cl:4])=[O:3].[CH3:7][S:8]([N:11]1[CH2:16][CH2:15][CH:14](/[CH:17]=C/C(O)=O)[CH2:13][CH2:12]1)(=[O:10])=[O:9]. Product: [CH3:7][S:8]([N:11]1[CH2:12][CH2:13][CH:14](/[CH:17]=[CH:1]/[C:2]([Cl:4])=[O:3])[CH2:15][CH2:16]1)(=[O:10])=[O:9]. The catalyst class is: 139. (6) Reactant: OO.O[Li].O.[N:6]([C@@H:9]([C@H:24]([C:26]1[CH:31]=[C:30]([Br:32])[C:29]([O:33][CH2:34][C:35]2[CH:40]=[CH:39][CH:38]=[CH:37][CH:36]=2)=[CH:28][C:27]=1[F:41])[CH3:25])[C:10](N1[C@H](C2C=CC=CC=2)COC1=O)=[O:11])=[N+:7]=[N-:8].C1C[O:45]CC1. Product: [N:6]([C@@H:9]([C@H:24]([C:26]1[CH:31]=[C:30]([Br:32])[C:29]([O:33][CH2:34][C:35]2[CH:36]=[CH:37][CH:38]=[CH:39][CH:40]=2)=[CH:28][C:27]=1[F:41])[CH3:25])[C:10]([OH:45])=[O:11])=[N+:7]=[N-:8]. The catalyst class is: 6. (7) Product: [CH:1]1([C:7]2[C:15]3[C:10](=[CH:11][C:12]([C:16]([O:18][CH3:19])=[O:17])=[CH:13][CH:14]=3)[N:9]([CH2:37][C:32]([C:33]([O:35][CH3:36])=[O:34])=[CH2:31])[C:8]=2[C:20]2[CH:25]=[CH:24][CH:23]=[CH:22][C:21]=2[CH:26]=[CH2:27])[CH2:6][CH2:5][CH2:4][CH2:3][CH2:2]1. The catalyst class is: 1. Reactant: [CH:1]1([C:7]2[C:15]3[C:10](=[CH:11][C:12]([C:16]([O:18][CH3:19])=[O:17])=[CH:13][CH:14]=3)[NH:9][C:8]=2[C:20]2[CH:25]=[CH:24][CH:23]=[CH:22][C:21]=2[CH:26]=[CH2:27])[CH2:6][CH2:5][CH2:4][CH2:3][CH2:2]1.[H-].[Na+].Br[CH2:31][C:32](=[CH2:37])[C:33]([O:35][CH3:36])=[O:34]. (8) Reactant: CO[C:3]([C:5]1[C:10]([CH2:11][S:12]([CH2:15][C:16]2[CH:21]=[CH:20][C:19]([S:22]([CH3:25])(=[O:24])=[O:23])=[C:18]([CH:26]3[O:30][N:29]=[C:28]([CH3:31])[CH2:27]3)[C:17]=2[Cl:32])(=[O:14])=[O:13])=[N:9][CH:8]=[CH:7][N:6]=1)=[O:4].C(=O)([O-])[O-].[K+].[K+].O. Product: [Cl:32][C:17]1[C:18]([CH:26]2[O:30][N:29]=[C:28]([CH3:31])[CH2:27]2)=[C:19]([S:22]([CH3:25])(=[O:24])=[O:23])[CH:20]=[CH:21][C:16]=1[C:15]1[S:12](=[O:13])(=[O:14])[CH2:11][C:10]2=[N:9][CH:8]=[CH:7][N:6]=[C:5]2[C:3]=1[OH:4]. The catalyst class is: 3. (9) Reactant: [C:1]1([CH3:21])[CH:6]=[C:5]([CH3:7])[CH:4]=[C:3]([CH3:8])[C:2]=1[N:9]=[N:10][NH:11][C:12]1[C:17]([CH3:18])=[CH:16][C:15]([CH3:19])=[CH:14][C:13]=1[CH3:20].[F:22][P-:23]([F:28])([F:27])([F:26])([F:25])[F:24].[K+].[CH2:30](Br)[CH:31]=[CH2:32].ClOC(C)(C)C. Product: [F:22][P-:23]([F:28])([F:27])([F:26])([F:25])[F:24].[CH3:21][C:1]1[CH:6]=[C:5]([CH3:7])[CH:4]=[C:3]([CH3:8])[C:2]=1[NH+:9]1[CH:30]=[C:31]([CH3:32])[N:11]([C:12]2[C:13]([CH3:20])=[CH:14][C:15]([CH3:19])=[CH:16][C:17]=2[CH3:18])[NH:10]1. The catalyst class is: 4.